This data is from Reaction yield outcomes from USPTO patents with 853,638 reactions. The task is: Predict the reaction yield, written as a fraction of the theoretical maximum amount of product (1.0 means a 100% yield; for example, 0.34 means a 34% yield). (1) The reactants are [CH:1]([C:5]1[CH:10]=[CH:9][CH:8]=[C:7]([CH:11]([CH:13]2[CH2:15][CH2:14]2)[CH3:12])[C:6]=1[OH:16])([CH2:3][CH3:4])[CH3:2].[OH-].[Na+].Br[CH2:20][Cl:21]. The catalyst is O1CCCC1. The product is [Cl:21][CH2:20][O:16][C:6]1[C:5]([CH:1]([CH2:3][CH3:4])[CH3:2])=[CH:10][CH:9]=[CH:8][C:7]=1[CH:11]([CH:13]1[CH2:15][CH2:14]1)[CH3:12]. The yield is 0.830. (2) The reactants are [Cl:1][C:2]1[N:7]=[C:6](Cl)[C:5]([F:9])=[CH:4][N:3]=1.N#N.[CH2:12]1[CH2:22][O:21][C:20]2[CH:19]=[CH:18][C:16]([NH2:17])=[CH:15][C:14]=2[O:13]1.Cl. The catalyst is O.CO. The product is [Cl:1][C:2]1[N:7]=[C:6]([NH:17][C:16]2[CH:18]=[CH:19][C:20]3[O:21][CH2:22][CH2:12][O:13][C:14]=3[CH:15]=2)[C:5]([F:9])=[CH:4][N:3]=1. The yield is 0.780. (3) The reactants are C(OOC(=O)C1C=CC=CC=1)(=O)C1C=CC=CC=1.[CH2:19]([S:21]([C:24]1[CH:31]=[CH:30][C:27]([C:28]#[N:29])=[CH:26][C:25]=1[CH3:32])(=[O:23])=[O:22])[CH3:20].C1C(=O)N([Br:40])C(=O)C1. The catalyst is C(Cl)(Cl)(Cl)Cl. The product is [Br:40][CH2:32][C:25]1[CH:26]=[C:27]([CH:30]=[CH:31][C:24]=1[S:21]([CH2:19][CH3:20])(=[O:23])=[O:22])[C:28]#[N:29]. The yield is 0.640. (4) The reactants are [CH2:1]([NH:8][C:9]1[CH:17]=[C:16]([N:18]2[CH2:23][CH2:22][N:21]([C:24](=[O:31])[C:25]3[CH:30]=[CH:29][CH:28]=[CH:27][CH:26]=3)[CH2:20][CH2:19]2)[CH:15]=[CH:14][C:10]=1[C:11]([OH:13])=O)[C:2]1[CH:7]=[CH:6][CH:5]=[CH:4][CH:3]=1.CN.C1COCC1.[CH2:39]([N:41](CC)CC)C.C1(P(N=[N+]=[N-])(C2C=CC=CC=2)=O)C=CC=CC=1. The catalyst is C1COCC1. The product is [CH2:1]([NH:8][C:9]1[CH:17]=[C:16]([N:18]2[CH2:19][CH2:20][N:21]([C:24](=[O:31])[C:25]3[CH:26]=[CH:27][CH:28]=[CH:29][CH:30]=3)[CH2:22][CH2:23]2)[CH:15]=[CH:14][C:10]=1[C:11]([NH:41][CH3:39])=[O:13])[C:2]1[CH:3]=[CH:4][CH:5]=[CH:6][CH:7]=1. The yield is 0.360. (5) The reactants are Br[C:2]1([F:20])[CH:19]=[CH:18][C:5]([C:6]([NH:8][CH:9]2[CH2:17][C:16]3[C:11](=[CH:12][CH:13]=[CH:14][CH:15]=3)[CH2:10]2)=[O:7])=[CH:4][CH2:3]1.[F:21][C:22]1[CH:29]=[CH:28][C:25]([CH:26]=[CH2:27])=[CH:24][CH:23]=1.Cl. The catalyst is C(N(CC)CC)C.C([O-])(=O)C.[Pd+2].C([O-])(=O)C.C1(C)C=CC=CC=1P(C1C=CC=CC=1C)C1C=CC=CC=1C. The product is [F:20][C:2]1[CH:19]=[CH:18][C:5]([C:6]([NH:8][CH:9]2[CH2:17][C:16]3[C:11](=[CH:12][CH:13]=[CH:14][C:15]=3[CH:27]=[CH:26][C:25]3[CH:28]=[CH:29][C:22]([F:21])=[CH:23][CH:24]=3)[CH2:10]2)=[O:7])=[CH:4][CH:3]=1. The yield is 0.900. (6) The reactants are [CH:1]1([N:4]2[CH:8]=[C:7]([C:9]3[CH:10]=[C:11]4[C:16](=[CH:17][CH:18]=3)[N:15]([C:19](=[O:21])[CH3:20])[C@@H:14]([CH3:22])[CH2:13][NH:12]4)[CH:6]=[N:5]2)[CH2:3][CH2:2]1.Br[C:24]1[C:32]2[C:27](=[CH:28][CH:29]=[CH:30][CH:31]=2)[N:26]([CH:33]2[CH2:38][CH2:37][CH2:36][CH2:35][O:34]2)[N:25]=1.C1(P(C2C=CC=CC=2)C2C3OC4C(=CC=CC=4P(C4C=CC=CC=4)C4C=CC=CC=4)C(C)(C)C=3C=CC=2)C=CC=CC=1.C(=O)([O-])[O-].[Cs+].[Cs+]. The catalyst is C1C=CC(/C=C/C(/C=C/C2C=CC=CC=2)=O)=CC=1.C1C=CC(/C=C/C(/C=C/C2C=CC=CC=2)=O)=CC=1.C1C=CC(/C=C/C(/C=C/C2C=CC=CC=2)=O)=CC=1.[Pd].[Pd].O1CCOCC1.C(O)(C)(C)C. The product is [CH:1]1([N:4]2[CH:8]=[C:7]([C:9]3[CH:10]=[C:11]4[C:16](=[CH:17][CH:18]=3)[N:15]([C:19](=[O:21])[CH3:20])[C@@H:14]([CH3:22])[CH2:13][N:12]4[C:24]3[C:32]4[C:27](=[CH:28][CH:29]=[CH:30][CH:31]=4)[N:26]([CH:33]4[CH2:38][CH2:37][CH2:36][CH2:35][O:34]4)[N:25]=3)[CH:6]=[N:5]2)[CH2:3][CH2:2]1. The yield is 0.570. (7) The reactants are [H-].C([Al+]CC(C)C)C(C)C.C([O:13][C:14]([C:16]1[CH:25]=[C:24]2[C:19]([C:20]([Cl:27])=[CH:21][C:22]([CH3:26])=[N:23]2)=[CH:18][CH:17]=1)=O)C. The catalyst is O1CCCC1. The product is [Cl:27][C:20]1[C:19]2[C:24](=[CH:25][C:16]([CH2:14][OH:13])=[CH:17][CH:18]=2)[N:23]=[C:22]([CH3:26])[CH:21]=1. The yield is 0.710. (8) The reactants are [H-].[Na+].[C:3]([C:11]1[CH:12]=[C:13](/[C:17](=[N:23]/[OH:24])/[C:18]([O:20][CH2:21][CH3:22])=[O:19])[CH:14]=[CH:15][CH:16]=1)(=[O:10])[C:4]1[CH:9]=[CH:8][CH:7]=[CH:6][CH:5]=1.Cl[CH2:26][C:27]1[CH:46]=[CH:45][C:30]([O:31][CH2:32][C:33]2[N:34]=[C:35]([C:39]3[CH:44]=[CH:43][CH:42]=[CH:41][CH:40]=3)[O:36][C:37]=2[CH3:38])=[CH:29][CH:28]=1.Cl.C(=O)(O)[O-].[Na+]. The catalyst is CN(C)C=O.C(OCC)(=O)C.CCCCCC. The product is [C:3]([C:11]1[CH:12]=[C:13](/[C:17](=[N:23]/[O:24][CH2:26][C:27]2[CH:28]=[CH:29][C:30]([O:31][CH2:32][C:33]3[N:34]=[C:35]([C:39]4[CH:44]=[CH:43][CH:42]=[CH:41][CH:40]=4)[O:36][C:37]=3[CH3:38])=[CH:45][CH:46]=2)/[C:18]([O:20][CH2:21][CH3:22])=[O:19])[CH:14]=[CH:15][CH:16]=1)(=[O:10])[C:4]1[CH:9]=[CH:8][CH:7]=[CH:6][CH:5]=1. The yield is 0.410.